The task is: Predict which catalyst facilitates the given reaction.. This data is from Catalyst prediction with 721,799 reactions and 888 catalyst types from USPTO. (1) Reactant: F[C:2]1[CH:7]=[CH:6][C:5]([N+:8]([O-:10])=[O:9])=[CH:4][CH:3]=1.[O:11]1[CH2:16][CH2:15][NH:14][S:13](=[O:18])(=[O:17])[CH2:12]1.C([O-])([O-])=O.[Cs+].[Cs+].O. Product: [N+:8]([C:5]1[CH:6]=[CH:7][C:2]([N:14]2[CH2:15][CH2:16][O:11][CH2:12][S:13]2(=[O:18])=[O:17])=[CH:3][CH:4]=1)([O-:10])=[O:9]. The catalyst class is: 3. (2) Reactant: Br[C:2]1[CH:7]=[CH:6][C:5]([C:8]2[CH:13]=[CH:12][CH:11]=[C:10]([O:14][CH3:15])[CH:9]=2)=[CH:4][CH:3]=1.[CH3:16][O:17][C:18]1[CH:23]=[CH:22][C:21](B(O)O)=[CH:20][CH:19]=1. Product: [CH3:16][O:17][C:18]1[CH:23]=[CH:22][C:21]([C:2]2[CH:7]=[CH:6][C:5]([C:8]3[CH:13]=[CH:12][CH:11]=[C:10]([O:14][CH3:15])[CH:9]=3)=[CH:4][CH:3]=2)=[CH:20][CH:19]=1. The catalyst class is: 195. (3) Reactant: [CH2:1]([N:8]1[CH2:13][CH2:12][CH:11]([NH2:14])[CH2:10][CH2:9]1)[C:2]1[CH:7]=[CH:6][CH:5]=[CH:4][CH:3]=1.[CH:15]([S:17]([CH:20]=[CH2:21])(=[O:19])=[O:18])=[CH2:16]. Product: [CH2:1]([N:8]1[CH2:13][CH2:12][CH:11]([N:14]2[CH2:21][CH2:20][S:17](=[O:19])(=[O:18])[CH2:15][CH2:16]2)[CH2:10][CH2:9]1)[C:2]1[CH:3]=[CH:4][CH:5]=[CH:6][CH:7]=1. The catalyst class is: 32. (4) Reactant: [F:1][C:2]1[CH:7]=[CH:6][C:5]([OH:8])=[CH:4][C:3]=1[C:9]([F:12])([F:11])[F:10].F[C:14]1[CH:21]=[CH:20][C:19]([CH:22]=[O:23])=[CH:18][C:15]=1[C:16]#[N:17].C([O-])([O-])=O.[K+].[K+]. Product: [F:1][C:2]1[CH:7]=[CH:6][C:5]([O:8][C:14]2[CH:21]=[CH:20][C:19]([CH:22]=[O:23])=[CH:18][C:15]=2[C:16]#[N:17])=[CH:4][C:3]=1[C:9]([F:10])([F:11])[F:12]. The catalyst class is: 499. (5) Reactant: C1(P(C2C=CC=CC=2)C2C=CC=CC=2)C=CC=CC=1.[N:20]([CH2:23][C:24]1[CH:29]=[CH:28][C:27]([C:30]2([C:33]([F:36])([F:35])[F:34])[N:32]=[N:31]2)=[CH:26][CH:25]=1)=[N+]=[N-]. Product: [F:36][C:33]([F:34])([F:35])[C:30]1([C:27]2[CH:26]=[CH:25][C:24]([CH2:23][NH2:20])=[CH:29][CH:28]=2)[N:31]=[N:32]1. The catalyst class is: 1. (6) Reactant: [CH2:1]([O:8][C:9](=[O:47])[NH:10][C:11]12[CH2:19][CH2:18][CH:15]([CH2:16][CH2:17]1)[CH2:14][N:13]1[C:20](=[O:46])[C:21]([O:38][CH2:39][C:40]3[CH:45]=[CH:44][CH:43]=[CH:42][CH:41]=3)=[C:22]([C:24](=O)[NH:25][CH:26]([C:35]#[N:36])[CH2:27][C:28]3[CH:33]=[CH:32][C:31]([F:34])=[CH:30][CH:29]=3)[N:23]=[C:12]21)[C:2]1[CH:7]=[CH:6][CH:5]=[CH:4][CH:3]=1.C(Cl)(Cl)(Cl)[Cl:49].C1(P(C2C=CC=CC=2)C2C=CC=CC=2)C=CC=CC=1. Product: [CH2:1]([O:8][C:9](=[O:47])[NH:10][C:11]12[CH2:17][CH2:16][CH:15]([CH2:18][CH2:19]1)[CH2:14][N:13]1[C:20](=[O:46])[C:21]([O:38][CH2:39][C:40]3[CH:45]=[CH:44][CH:43]=[CH:42][CH:41]=3)=[C:22]([C:24]3[NH:25][C:26]([CH2:27][C:28]4[CH:29]=[CH:30][C:31]([F:34])=[CH:32][CH:33]=4)=[C:35]([Cl:49])[N:36]=3)[N:23]=[C:12]21)[C:2]1[CH:3]=[CH:4][CH:5]=[CH:6][CH:7]=1. The catalyst class is: 10. (7) Reactant: [N+:1]([C:4]1[CH:5]=[C:6]([C:10]2[N:15]3[N:16]=[CH:17][C:18]([C:19]([C:21]4[S:22][CH:23]=[CH:24][CH:25]=4)=[O:20])=[C:14]3[N:13]=[CH:12][CH:11]=2)[CH:7]=[CH:8][CH:9]=1)([O-])=O.[Cl-].[NH4+]. Product: [NH2:1][C:4]1[CH:5]=[C:6]([C:10]2[N:15]3[N:16]=[CH:17][C:18]([C:19]([C:21]4[S:22][CH:23]=[CH:24][CH:25]=4)=[O:20])=[C:14]3[N:13]=[CH:12][CH:11]=2)[CH:7]=[CH:8][CH:9]=1. The catalyst class is: 406. (8) Reactant: [Cl:1][C:2]1[CH:7]=[CH:6][C:5]([C:8]2[N:9]=[C:10]([C:13]([OH:15])=O)[S:11][CH:12]=2)=[CH:4][CH:3]=1.C1N=CN(C(N2C=NC=C2)=O)C=1.[NH2:28][CH2:29][C:30]1[CH:35]=[CH:34][N:33]=[CH:32][CH:31]=1. Product: [N:33]1[CH:34]=[CH:35][C:30]([CH2:29][NH:28][C:13]([C:10]2[S:11][CH:12]=[C:8]([C:5]3[CH:4]=[CH:3][C:2]([Cl:1])=[CH:7][CH:6]=3)[N:9]=2)=[O:15])=[CH:31][CH:32]=1. The catalyst class is: 1.